Dataset: Forward reaction prediction with 1.9M reactions from USPTO patents (1976-2016). Task: Predict the product of the given reaction. Given the reactants [F:1][C:2]1[C:15]([F:16])=[CH:14][CH:13]=[CH:12][C:3]=1/[CH:4]=[N:5]/[S@@:6]([C:8]([CH3:11])([CH3:10])[CH3:9])=[O:7].O.[CH3:18][Mg+].[Br-], predict the reaction product. The product is: [F:1][C:2]1[C:15]([F:16])=[CH:14][CH:13]=[CH:12][C:3]=1[C@@H:4]([NH:5][S@@:6]([C:8]([CH3:11])([CH3:10])[CH3:9])=[O:7])[CH3:18].